Dataset: Catalyst prediction with 721,799 reactions and 888 catalyst types from USPTO. Task: Predict which catalyst facilitates the given reaction. (1) Reactant: [F:1][CH2:2][CH2:3][CH2:4][CH2:5][N:6]1[C:14]2[C:9](=[N:10][CH:11]=[CH:12][CH:13]=2)[N:8]=[C:7]1[CH2:15]O.[CH:17]1([N:20]2[C:28]3[CH:27]=[CH:26][N:25]=[CH:24][C:23]=3[NH:22][C:21]2=[O:29])[CH2:19][CH2:18]1.C1(P(C2C=CC=CC=2)C2C=CC=CC=2)C=CC=CC=1.N(/C(OC(C)C)=O)=N\C(OC(C)C)=O. Product: [CH:17]1([N:20]2[C:28]3[CH:27]=[CH:26][N:25]=[CH:24][C:23]=3[N:22]([CH2:15][C:7]3[N:6]([CH2:5][CH2:4][CH2:3][CH2:2][F:1])[C:14]4[C:9]([N:8]=3)=[N:10][CH:11]=[CH:12][CH:13]=4)[C:21]2=[O:29])[CH2:19][CH2:18]1. The catalyst class is: 1. (2) Reactant: [C:1]([O:5][C:6]([N:8]1[C@H:13]([CH3:14])[CH2:12][N:11]([C:15]([O:17][CH2:18][C:19]2[CH:24]=[CH:23][CH:22]=[CH:21][CH:20]=2)=[O:16])[C@@H:10]([C:25](O)=[O:26])[CH2:9]1)=[O:7])([CH3:4])([CH3:3])[CH3:2].[CH3:28][N:29](C(ON1N=NC2C=CC=NC1=2)=[N+](C)C)C.F[P-](F)(F)(F)(F)F.CCN(C(C)C)C(C)C.CN.C1COCC1. Product: [C:1]([O:5][C:6]([N:8]1[CH2:9][C@H:10]([C:25](=[O:26])[NH:29][CH3:28])[N:11]([C:15]([O:17][CH2:18][C:19]2[CH:20]=[CH:21][CH:22]=[CH:23][CH:24]=2)=[O:16])[CH2:12][C@H:13]1[CH3:14])=[O:7])([CH3:4])([CH3:2])[CH3:3]. The catalyst class is: 18.